Dataset: Full USPTO retrosynthesis dataset with 1.9M reactions from patents (1976-2016). Task: Predict the reactants needed to synthesize the given product. Given the product [CH2:4]([C:3]1[N:7]=[C:8]2[N:13]=[CH:12][C:11]([I:14])=[CH:10][N:9]2[CH:2]=1)[CH3:5], predict the reactants needed to synthesize it. The reactants are: Br[CH2:2][C:3](=O)[CH2:4][CH3:5].[NH2:7][C:8]1[N:13]=[CH:12][C:11]([I:14])=[CH:10][N:9]=1.